This data is from Full USPTO retrosynthesis dataset with 1.9M reactions from patents (1976-2016). The task is: Predict the reactants needed to synthesize the given product. (1) The reactants are: C[O:2][C:3]([C:5]1[O:9][N:8]=[C:7]([C:10]2[CH:15]=[CH:14][N:13]=[C:12]([N:16]3[CH2:21][CH2:20][N:19]([C:22]([O:24][CH2:25][C:26]([CH3:29])([CH3:28])[CH3:27])=[O:23])[CH2:18][CH2:17]3)[CH:11]=2)[N:6]=1)=O.[NH3:30]. Given the product [C:3]([C:5]1[O:9][N:8]=[C:7]([C:10]2[CH:15]=[CH:14][N:13]=[C:12]([N:16]3[CH2:17][CH2:18][N:19]([C:22]([O:24][CH2:25][C:26]([CH3:28])([CH3:27])[CH3:29])=[O:23])[CH2:20][CH2:21]3)[CH:11]=2)[N:6]=1)(=[O:2])[NH2:30], predict the reactants needed to synthesize it. (2) Given the product [CH3:19][O:20][C:21]1[CH:28]=[CH:27][C:24]([CH2:25][N:26]2[C:2](=[O:3])[C@H:10]3[C@H:5]([CH2:6][N:7]([C:11]([O:13][C:14]([CH3:17])([CH3:16])[CH3:15])=[O:12])[CH2:8][CH2:9]3)[C:4]2=[O:18])=[CH:23][CH:22]=1, predict the reactants needed to synthesize it. The reactants are: O=[C:2]1[C@H:10]2[C@H:5]([CH2:6][N:7]([C:11]([O:13][C:14]([CH3:17])([CH3:16])[CH3:15])=[O:12])[CH2:8][CH2:9]2)[C:4](=[O:18])[O:3]1.[CH3:19][O:20][C:21]1[CH:28]=[CH:27][C:24]([CH2:25][NH2:26])=[CH:23][CH:22]=1. (3) Given the product [C:1]([C:3]1[CH:10]=[CH:9][C:6]([CH2:7][N:20]([CH3:21])[CH2:19][C:18]([O:17][C:13]([CH3:16])([CH3:15])[CH3:14])=[O:22])=[C:5]([F:11])[CH:4]=1)#[N:2], predict the reactants needed to synthesize it. The reactants are: [C:1]([C:3]1[CH:10]=[CH:9][C:6]([CH2:7]Br)=[C:5]([F:11])[CH:4]=1)#[N:2].Cl.[C:13]([O:17][C:18](=[O:22])[CH2:19][NH:20][CH3:21])([CH3:16])([CH3:15])[CH3:14].C(=O)([O-])[O-].[K+].[K+]. (4) The reactants are: C(=O)([O-])[O-].[Cs+].[Cs+].[NH2:7][C:8]1[CH:9]=[CH:10][C:11]2[N:15]=[C:14]([N:16]3[CH2:20][CH2:19][CH:18]4[CH2:21][N:22]([C:24]([O:26][C:27]([CH3:30])([CH3:29])[CH3:28])=[O:25])[CH2:23][CH:17]34)[N:13]([CH2:31][CH:32]=[C:33]([CH3:35])[CH3:34])[C:12]=2[CH:36]=1.[C:37](Cl)(=[O:44])[C:38]1[CH:43]=[CH:42][CH:41]=[CH:40][CH:39]=1. Given the product [C:37]([NH:7][C:8]1[CH:9]=[CH:10][C:11]2[N:15]=[C:14]([N:16]3[CH2:20][CH2:19][CH:18]4[CH2:21][N:22]([C:24]([O:26][C:27]([CH3:29])([CH3:30])[CH3:28])=[O:25])[CH2:23][CH:17]34)[N:13]([CH2:31][CH:32]=[C:33]([CH3:35])[CH3:34])[C:12]=2[CH:36]=1)(=[O:44])[C:38]1[CH:43]=[CH:42][CH:41]=[CH:40][CH:39]=1, predict the reactants needed to synthesize it.